Dataset: Forward reaction prediction with 1.9M reactions from USPTO patents (1976-2016). Task: Predict the product of the given reaction. (1) The product is: [NH2:1][C:4]1[CH:9]=[CH:8][C:7]([C:10]2[S:11][CH:12]=[CH:13][CH:14]=2)=[CH:6][C:5]=1[NH:15][C:16](=[O:24])[O:17][CH2:18][CH:19]1[CH2:22][N:21]([CH3:23])[CH2:20]1. Given the reactants [N+:1]([C:4]1[CH:9]=[CH:8][C:7]([C:10]2[S:11][CH:12]=[CH:13][CH:14]=2)=[CH:6][C:5]=1[NH:15][C:16](=[O:24])[O:17][CH2:18][CH:19]1[CH2:22][N:21]([CH3:23])[CH2:20]1)([O-])=O, predict the reaction product. (2) Given the reactants Br[C:2]1[N:9]=[C:8]([NH2:10])[CH:7]=[C:6]([NH2:11])[C:3]=1[C:4]#[N:5].[C:12]1([CH3:33])[CH:17]=CC=C[C:13]=1P([C:13]1C=CC=[CH:17][C:12]=1[CH3:33])[C:13]1C=CC=[CH:17][C:12]=1[CH3:33].CN(C=O)C.[I-].C([Zn+])C(C)C, predict the reaction product. The product is: [NH2:11][C:6]1[C:3]([C:4]#[N:5])=[C:2]([CH2:13][CH:12]([CH3:33])[CH3:17])[N:9]=[C:8]([NH2:10])[CH:7]=1.